This data is from Catalyst prediction with 721,799 reactions and 888 catalyst types from USPTO. The task is: Predict which catalyst facilitates the given reaction. (1) Reactant: [Na+].[I-].C([O-])([O-])=O.[K+].[K+].[CH2:9]([CH:13]1[CH2:18][CH2:17][NH:16][CH2:15][CH2:14]1)[CH2:10][CH2:11][CH3:12].Cl[CH2:20][CH2:21][CH2:22][N:23]1[C:28]2[CH:29]=[CH:30][CH:31]=[CH:32][C:27]=2[S:26][CH2:25][C:24]1=[O:33]. Product: [CH2:9]([CH:13]1[CH2:18][CH2:17][N:16]([CH2:20][CH2:21][CH2:22][N:23]2[C:28]3[CH:29]=[CH:30][CH:31]=[CH:32][C:27]=3[S:26][CH2:25][C:24]2=[O:33])[CH2:15][CH2:14]1)[CH2:10][CH2:11][CH3:12]. The catalyst class is: 382. (2) Reactant: [CH3:1][O:2][C:3]1[CH:4]=[C:5]([CH2:20][C:21]([O:23]C2C(F)=C(F)C(F)=C(F)C=2F)=O)[CH:6]=[CH:7][C:8]=1[NH:9][C:10]([NH:12][C:13]1[CH:18]=[CH:17][CH:16]=[CH:15][C:14]=1[CH3:19])=[O:11].[Cl:35][C:36]1[CH:37]=[C:38]([CH:43]=[CH:44][C:45]=1[O:46][CH2:47][C@@H:48]([NH2:50])[CH3:49])[C:39]([O:41][CH3:42])=[O:40].CCN(CC)CC. Product: [Cl:35][C:36]1[CH:37]=[C:38]([CH:43]=[CH:44][C:45]=1[O:46][CH2:47][C@@H:48]([NH:50][C:21](=[O:23])[CH2:20][C:5]1[CH:6]=[CH:7][C:8]([NH:9][C:10]([NH:12][C:13]2[CH:18]=[CH:17][CH:16]=[CH:15][C:14]=2[CH3:19])=[O:11])=[C:3]([O:2][CH3:1])[CH:4]=1)[CH3:49])[C:39]([O:41][CH3:42])=[O:40]. The catalyst class is: 31. (3) Reactant: [CH2:1]([S:8]([C:11]1[CH:21]=[CH:20][C:14]([CH2:15][NH:16]C(=O)C)=[CH:13][CH:12]=1)(=[O:10])=[O:9])[C:2]1[CH:7]=[CH:6][CH:5]=[CH:4][CH:3]=1.[ClH:22]. Product: [ClH:22].[CH2:1]([S:8]([C:11]1[CH:12]=[CH:13][C:14]([CH2:15][NH2:16])=[CH:20][CH:21]=1)(=[O:10])=[O:9])[C:2]1[CH:7]=[CH:6][CH:5]=[CH:4][CH:3]=1. The catalyst class is: 41. (4) The catalyst class is: 25. Product: [F:18][C:19]1[CH:27]=[CH:26][C:22]([C:23]([NH:4][C:3]2[CH:5]=[CH:6][CH:7]=[C:8]([B:9]3[O:13][C:12]([CH3:15])([CH3:14])[C:11]([CH3:17])([CH3:16])[O:10]3)[C:2]=2[CH3:1])=[O:24])=[CH:21][CH:20]=1. Reactant: [CH3:1][C:2]1[C:8]([B:9]2[O:13][C:12]([CH3:15])([CH3:14])[C:11]([CH3:17])([CH3:16])[O:10]2)=[CH:7][CH:6]=[CH:5][C:3]=1[NH2:4].[F:18][C:19]1[CH:27]=[CH:26][C:22]([C:23](Cl)=[O:24])=[CH:21][CH:20]=1.